This data is from Forward reaction prediction with 1.9M reactions from USPTO patents (1976-2016). The task is: Predict the product of the given reaction. (1) Given the reactants [C:1]([C:3]1[C:8](=O)[NH:7][C:6]([NH:10][CH:11]2[CH2:13][CH2:12]2)=[N:5][C:4]=1[C:14]1[CH:19]=[CH:18][C:17]([CH3:20])=[C:16]([O:21][CH3:22])[CH:15]=1)#[N:2].O=P(Cl)(Cl)[Cl:25], predict the reaction product. The product is: [Cl:25][C:8]1[N:7]=[C:6]([NH:10][CH:11]2[CH2:13][CH2:12]2)[N:5]=[C:4]([C:14]2[CH:19]=[CH:18][C:17]([CH3:20])=[C:16]([O:21][CH3:22])[CH:15]=2)[C:3]=1[C:1]#[N:2]. (2) Given the reactants [CH:1]([N:4]1[CH2:9][CH2:8][CH:7]([NH:10][C:11]2[C:12]([C:17]3[NH:26][C:25](=[O:27])[C:24]4[C:19](=[CH:20][C:21]([NH:30]CC5C=CC(OC)=CC=5)=[CH:22][C:23]=4[O:28][CH3:29])[N:18]=3)=[N:13][CH:14]=[CH:15][CH:16]=2)[CH2:6][CH2:5]1)([CH3:3])[CH3:2].FC(F)(F)C(O)=O, predict the reaction product. The product is: [NH2:30][C:21]1[CH:20]=[C:19]2[C:24]([C:25](=[O:27])[NH:26][C:17]([C:12]3[C:11]([NH:10][CH:7]4[CH2:6][CH2:5][N:4]([CH:1]([CH3:3])[CH3:2])[CH2:9][CH2:8]4)=[CH:16][CH:15]=[CH:14][N:13]=3)=[N:18]2)=[C:23]([O:28][CH3:29])[CH:22]=1. (3) Given the reactants [C:1]([C:5]1[CH:6]=[C:7]2[C:12](=[CH:13][CH:14]=1)[C:11](=[O:15])[NH:10][C:9](=[O:16])[CH2:8]2)([CH3:4])([CH3:3])[CH3:2].[CH:17](OC)(OC)[O:18][CH3:19], predict the reaction product. The product is: [C:1]([C:5]1[CH:6]=[C:7]2[C:12](=[CH:13][CH:14]=1)[C:11](=[O:15])[NH:10][C:9](=[O:16])/[C:8]/2=[CH:17]/[O:18][CH3:19])([CH3:4])([CH3:2])[CH3:3]. (4) Given the reactants C([O:3][C:4](=O)[CH2:5][CH2:6][C:7]1[C:15]2[C:10](=[CH:11][N:12]=[C:13]([C:16]3[C:21]([CH2:22][CH3:23])=[CH:20][CH:19]=[CH:18][C:17]=3[CH2:24][CH3:25])[CH:14]=2)[N:9]([C:26]2[CH:31]=[CH:30][C:29]([CH:32]([CH3:34])[CH3:33])=[CH:28][CH:27]=2)[CH:8]=1)C.CC(C[AlH]CC(C)C)C.[C@H](O)(C([O-])=O)[C@@H](O)C([O-])=O.[Na+].[K+], predict the reaction product. The product is: [CH2:22]([C:21]1[CH:20]=[CH:19][CH:18]=[C:17]([CH2:24][CH3:25])[C:16]=1[C:13]1[CH:14]=[C:15]2[C:7]([CH2:6][CH2:5][CH2:4][OH:3])=[CH:8][N:9]([C:26]3[CH:31]=[CH:30][C:29]([CH:32]([CH3:34])[CH3:33])=[CH:28][CH:27]=3)[C:10]2=[CH:11][N:12]=1)[CH3:23]. (5) Given the reactants Cl.[C:2](=N)([O:4]C)[CH3:3].[F:7][C:8]([F:33])([F:32])[C:9]1[CH:14]=[CH:13][CH:12]=[CH:11][C:10]=1[C:15]1[CH:20]=[CH:19][C:18]([CH2:21][NH:22][CH2:23][CH:24]([C:26]2[CH:31]=[CH:30][CH:29]=[CH:28][CH:27]=2)[OH:25])=[CH:17][CH:16]=1, predict the reaction product. The product is: [OH:25][CH:24]([C:26]1[CH:31]=[CH:30][CH:29]=[CH:28][CH:27]=1)[CH2:23][N:22]([CH2:21][C:18]1[CH:19]=[CH:20][C:15]([C:10]2[CH:11]=[CH:12][CH:13]=[CH:14][C:9]=2[C:8]([F:32])([F:33])[F:7])=[CH:16][CH:17]=1)[C:2](=[O:4])[CH3:3].